Dataset: NCI-60 drug combinations with 297,098 pairs across 59 cell lines. Task: Regression. Given two drug SMILES strings and cell line genomic features, predict the synergy score measuring deviation from expected non-interaction effect. (1) Synergy scores: CSS=3.22, Synergy_ZIP=-2.32, Synergy_Bliss=-2.91, Synergy_Loewe=0.424, Synergy_HSA=-2.19. Cell line: EKVX. Drug 2: C1CC(C1)(C(=O)O)C(=O)O.[NH2-].[NH2-].[Pt+2]. Drug 1: C1=CN(C(=O)N=C1N)C2C(C(C(O2)CO)O)O.Cl. (2) Drug 1: CC1=C(C(CCC1)(C)C)C=CC(=CC=CC(=CC(=O)O)C)C. Drug 2: COC1=NC(=NC2=C1N=CN2C3C(C(C(O3)CO)O)O)N. Cell line: SK-MEL-28. Synergy scores: CSS=1.15, Synergy_ZIP=0.701, Synergy_Bliss=1.83, Synergy_Loewe=-2.21, Synergy_HSA=-1.71. (3) Drug 1: COC1=CC(=CC(=C1O)OC)C2C3C(COC3=O)C(C4=CC5=C(C=C24)OCO5)OC6C(C(C7C(O6)COC(O7)C8=CC=CS8)O)O. Drug 2: CC=C1C(=O)NC(C(=O)OC2CC(=O)NC(C(=O)NC(CSSCCC=C2)C(=O)N1)C(C)C)C(C)C. Cell line: T-47D. Synergy scores: CSS=48.7, Synergy_ZIP=1.01, Synergy_Bliss=3.75, Synergy_Loewe=3.10, Synergy_HSA=6.26. (4) Drug 1: C1=CC(=CC=C1CCCC(=O)O)N(CCCl)CCCl. Drug 2: C1CN(P(=O)(OC1)NCCCl)CCCl. Cell line: CCRF-CEM. Synergy scores: CSS=27.6, Synergy_ZIP=-7.79, Synergy_Bliss=-15.2, Synergy_Loewe=-38.5, Synergy_HSA=-14.2. (5) Drug 1: C(=O)(N)NO. Drug 2: CCC1(C2=C(COC1=O)C(=O)N3CC4=CC5=C(C=CC(=C5CN(C)C)O)N=C4C3=C2)O.Cl. Cell line: NCIH23. Synergy scores: CSS=20.0, Synergy_ZIP=2.80, Synergy_Bliss=2.96, Synergy_Loewe=-33.4, Synergy_HSA=1.21. (6) Drug 1: CCCS(=O)(=O)NC1=C(C(=C(C=C1)F)C(=O)C2=CNC3=C2C=C(C=N3)C4=CC=C(C=C4)Cl)F. Drug 2: C1=CN(C(=O)N=C1N)C2C(C(C(O2)CO)O)O.Cl. Cell line: NCIH23. Synergy scores: CSS=25.5, Synergy_ZIP=2.14, Synergy_Bliss=-0.398, Synergy_Loewe=-39.9, Synergy_HSA=-3.36. (7) Drug 1: COC1=NC(=NC2=C1N=CN2C3C(C(C(O3)CO)O)O)N. Drug 2: CN(CCCl)CCCl.Cl. Cell line: TK-10. Synergy scores: CSS=20.4, Synergy_ZIP=-4.70, Synergy_Bliss=2.12, Synergy_Loewe=-13.1, Synergy_HSA=2.03. (8) Drug 1: C1CCC(CC1)NC(=O)N(CCCl)N=O. Drug 2: CCC1=C2CN3C(=CC4=C(C3=O)COC(=O)C4(CC)O)C2=NC5=C1C=C(C=C5)O. Cell line: UO-31. Synergy scores: CSS=23.9, Synergy_ZIP=-9.71, Synergy_Bliss=-5.49, Synergy_Loewe=-2.75, Synergy_HSA=-1.97.